This data is from Peptide-MHC class II binding affinity with 134,281 pairs from IEDB. The task is: Regression. Given a peptide amino acid sequence and an MHC pseudo amino acid sequence, predict their binding affinity value. This is MHC class II binding data. (1) The peptide sequence is TEKGMKNVFDDVVPE. The MHC is DRB1_1501 with pseudo-sequence DRB1_1501. The binding affinity (normalized) is 0.0789. (2) The peptide sequence is LKEILKVPYCNYTRF. The MHC is DRB1_0101 with pseudo-sequence DRB1_0101. The binding affinity (normalized) is 0.778. (3) The peptide sequence is GWDLNAASAYCSTWD. The MHC is HLA-DPA10201-DPB10101 with pseudo-sequence HLA-DPA10201-DPB10101. The binding affinity (normalized) is 0.270. (4) The peptide sequence is THRHIIGEGCPKPHR. The MHC is DRB1_0901 with pseudo-sequence DRB1_0901. The binding affinity (normalized) is 0.0935. (5) The peptide sequence is LKLATGMRNVPEKQT. The MHC is DRB1_0101 with pseudo-sequence DRB1_0101. The binding affinity (normalized) is 0.443. (6) The peptide sequence is NVVKSGIFLSVAAGN. The MHC is DRB1_0101 with pseudo-sequence DRB1_0101. The binding affinity (normalized) is 0.643.